From a dataset of Forward reaction prediction with 1.9M reactions from USPTO patents (1976-2016). Predict the product of the given reaction. (1) Given the reactants [Cl:1][C:2]1[C:7]([O:8][CH3:9])=[C:6]([O:10][CH3:11])[CH:5]=[CH:4][C:3]=1[CH2:12][CH2:13][NH2:14].C(N(CC)CC)C.Cl[C:23]([O:25][CH2:26][CH3:27])=[O:24], predict the reaction product. The product is: [Cl:1][C:2]1[C:7]([O:8][CH3:9])=[C:6]([O:10][CH3:11])[CH:5]=[CH:4][C:3]=1[CH2:12][CH2:13][NH:14][C:23](=[O:24])[O:25][CH2:26][CH3:27]. (2) Given the reactants C([O:8][C:9]1[N:17]=[C:16]([C:18]2[CH:23]=[CH:22][C:21]([Cl:24])=[CH:20][CH:19]=2)[C:15]([CH2:25][CH3:26])=[C:14]([O:27]CC2C=CC=CC=2)[C:10]=1[C:11]([OH:13])=[O:12])C1C=CC=CC=1.C([N:42]1[CH2:46][CH2:45][C@@H:44]2[CH2:47][NH:48][CH2:49][C@H:43]12)C1C=CC=CC=1.CC([O-])(C)C.[Na+], predict the reaction product. The product is: [ClH:24].[CH2:25]([C:15]1[C:14]([OH:27])=[C:10]([C:11]([OH:13])=[O:12])[C:9](=[O:8])[NH:17][C:16]=1[C:18]1[CH:19]=[CH:20][C:21]([N:48]2[CH2:47][C@@H:44]3[C@@H:43]([NH:42][CH2:46][CH2:45]3)[CH2:49]2)=[CH:22][CH:23]=1)[CH3:26]. (3) Given the reactants [OH:1][N:2]1[C:6](=[O:7])[C:5]2=[CH:8][CH:9]=[CH:10][CH:11]=[C:4]2[C:3]1=[O:12].C(N(CC)CC)C.Br[CH2:21][C:22]([O:24][C:25]([CH3:28])([CH3:27])[CH3:26])=[O:23], predict the reaction product. The product is: [O:7]=[C:6]1[C:5]2[C:4](=[CH:11][CH:10]=[CH:9][CH:8]=2)[C:3](=[O:12])[N:2]1[O:1][CH2:21][C:22]([O:24][C:25]([CH3:28])([CH3:27])[CH3:26])=[O:23]. (4) Given the reactants [O:1]=[CH:2][CH2:3][CH:4]1[CH2:9][CH2:8][N:7]([C:10]([O:12][C:13]([CH3:16])([CH3:15])[CH3:14])=[O:11])[CH2:6][CH2:5]1.[CH3:17][Mg]Br.O, predict the reaction product. The product is: [OH:1][CH:2]([CH3:17])[CH2:3][CH:4]1[CH2:5][CH2:6][N:7]([C:10]([O:12][C:13]([CH3:16])([CH3:15])[CH3:14])=[O:11])[CH2:8][CH2:9]1.